From a dataset of Cav3 T-type calcium channel HTS with 100,875 compounds. Binary Classification. Given a drug SMILES string, predict its activity (active/inactive) in a high-throughput screening assay against a specified biological target. (1) The compound is o1nc(nc1C1CCCN(C1)C(=O)Nc1c(cccc1)C)c1ccc(C(C)C)cc1. The result is 1 (active). (2) The result is 0 (inactive). The compound is O(Cc1ccc(cc1)C#N)C(=O)Cn1nc(nn1)c1ccccc1. (3) The molecule is O=C(Nc1c(OC)cc(NC(=O)CCC(=O)NCc2occc2)c(OC)c1)C1CCCCC1. The result is 0 (inactive). (4) The compound is O1C(N2CCC(CC2)C(=O)N)c2c(C1=O)cccc2. The result is 0 (inactive). (5) The compound is Clc1c(S(=O)(=O)N2CCCC2)cc(cc1)C(=O)Nc1n(CCC)c2c(n1)cccc2. The result is 0 (inactive). (6) The molecule is S(=O)(=O)(N(CC)CC)c1ccc(NC(=O)c2c(noc2C)c2ccccc2)cc1. The result is 0 (inactive). (7) The compound is s1c2c(nc1N)ccc(OC)c2. The result is 0 (inactive).